This data is from Catalyst prediction with 721,799 reactions and 888 catalyst types from USPTO. The task is: Predict which catalyst facilitates the given reaction. (1) Reactant: C[O:2][C:3]([CH:5]1[CH2:10][CH2:9][CH:8]([CH2:11][NH:12][C:13]([N:15]2[CH2:19][C@@H:18]([CH2:20][C:21]([CH3:24])([CH3:23])[CH3:22])[C@@:17]([C:27]3[CH:32]=[CH:31][C:30]([Cl:33])=[CH:29][C:28]=3[F:34])([C:25]#[N:26])[C@H:16]2[C:35]2[CH:40]=[CH:39][CH:38]=[C:37]([Cl:41])[C:36]=2[F:42])=[O:14])[CH2:7][CH2:6]1)=[O:4].[Li+].[OH-]. Product: [Cl:41][C:37]1[C:36]([F:42])=[C:35]([C@@H:16]2[C@:17]([C:27]3[CH:32]=[CH:31][C:30]([Cl:33])=[CH:29][C:28]=3[F:34])([C:25]#[N:26])[C@H:18]([CH2:20][C:21]([CH3:23])([CH3:24])[CH3:22])[CH2:19][N:15]2[C:13]([NH:12][CH2:11][CH:8]2[CH2:7][CH2:6][CH:5]([C:3]([OH:4])=[O:2])[CH2:10][CH2:9]2)=[O:14])[CH:40]=[CH:39][CH:38]=1. The catalyst class is: 20. (2) Reactant: [CH3:1][O:2][C:3]1[CH:4]=[C:5]([CH:8]=[C:9]([O:15][CH3:16])[C:10]=1[O:11][CH2:12][CH2:13][CH3:14])[CH:6]=O.[ClH:17].CO.C(O[CH:23](OCC)[CH2:24][NH:25][CH2:26][C:27]1[CH:32]=[CH:31][CH:30]=[C:29]([O:33][CH2:34][CH3:35])[C:28]=1[OH:36])C. Product: [ClH:17].[CH3:1][O:2][C:3]1[CH:4]=[C:5]([CH:8]=[C:9]([O:15][CH3:16])[C:10]=1[O:11][CH2:12][CH2:13][CH3:14])[CH2:6][C:23]1[C:32]2[C:27](=[C:28]([OH:36])[C:29]([O:33][CH2:34][CH3:35])=[CH:30][CH:31]=2)[CH:26]=[N:25][CH:24]=1. The catalyst class is: 14. (3) Reactant: [C:1]1([CH2:11][C@@H:12]([C:14]([OH:16])=[O:15])[NH2:13])[C:10]2[C:5](=[CH:6][CH:7]=[CH:8][CH:9]=2)[CH:4]=[CH:3][CH:2]=1.[NH2:17][C@H:18]([C:22]([O:24][CH2:25][CH:26]=[CH2:27])=[O:23])[CH:19]([CH3:21])[CH3:20].F[C:29]([C:32]([OH:34])=[O:33])(F)F.C(N(CC)[CH:39]([CH3:41])[CH3:40])(C)C.C1C=[CH:46][C:47]2N(O)N=N[C:48]=2[CH:49]=1.[CH2:54](Cl)CCl. Product: [NH:13]([C:22]([O:24][CH2:25][C:26]1[CH:27]=[CH:46][CH:47]=[CH:48][CH:49]=1)=[O:23])[C@H:12]([C:14]([OH:16])=[O:15])[CH2:29][C:32](=[O:33])[O:34][C:39]([CH3:41])([CH3:54])[CH3:40].[C:1]1([CH2:11][C@@H:12]([C:14]([OH:16])=[O:15])[NH2:13])[C:10]2[C:5](=[CH:6][CH:7]=[CH:8][CH:9]=2)[CH:4]=[CH:3][CH:2]=1.[NH2:17][C@H:18]([C:22]([O:24][CH2:25][CH:26]=[CH2:27])=[O:23])[CH:19]([CH3:21])[CH3:20]. The catalyst class is: 3. (4) Reactant: C1(C2C=CC=CC=2)C=CC=CC=1C(P(C)C)P(C)C.CC(C)([O-])C.[Na+].N#N.F[C:29]1[CH:30]=[C:31](CNC(=O)C)[C:32]([NH:45][C@H:46]([C:48]2[CH:53]=[CH:52][C:51]([F:54])=[CH:50][CH:49]=2)C)=[N:33][C:34]=1[NH:35]C1C=C(OC(C)C)NN=1.[CH:60]1([C:63]2[NH:67][N:66]=[C:65](N)[CH:64]=2)[CH2:62][CH2:61]1. Product: [CH:60]1([C:63]2[NH:67][N:66]=[C:65]([N:45]([CH2:46][C:48]3[CH:49]=[CH:50][C:51]([F:54])=[CH:52][CH:53]=3)[C:32]3[CH:31]=[CH:30][CH:29]=[C:34]([NH2:35])[N:33]=3)[CH:64]=2)[CH2:62][CH2:61]1. The catalyst class is: 222. (5) Product: [F:1][C:2]1[C:10]([NH:11][S:12](=[O:18])(=[O:17])[NH:13][CH2:14][CH2:15][CH3:16])=[CH:9][CH:8]=[C:7]([F:19])[C:3]=1[C:4]([NH:29][C:27]1[CH:28]=[C:23]2[CH:22]=[CH:21][NH:20][C:24]2=[N:25][CH:26]=1)=[O:6]. The catalyst class is: 31. Reactant: [F:1][C:2]1[C:10]([NH:11][S:12](=[O:18])(=[O:17])[NH:13][CH2:14][CH2:15][CH3:16])=[CH:9][CH:8]=[C:7]([F:19])[C:3]=1[C:4]([OH:6])=O.[NH:20]1[C:24]2=[N:25][CH:26]=[C:27]([NH2:29])[CH:28]=[C:23]2[CH:22]=[CH:21]1.C1C=CC2N(O)N=NC=2C=1.CCN=C=NCCCN(C)C.